Dataset: NCI-60 drug combinations with 297,098 pairs across 59 cell lines. Task: Regression. Given two drug SMILES strings and cell line genomic features, predict the synergy score measuring deviation from expected non-interaction effect. (1) Drug 1: CC1=C(C=C(C=C1)C(=O)NC2=CC(=CC(=C2)C(F)(F)F)N3C=C(N=C3)C)NC4=NC=CC(=N4)C5=CN=CC=C5. Drug 2: CNC(=O)C1=NC=CC(=C1)OC2=CC=C(C=C2)NC(=O)NC3=CC(=C(C=C3)Cl)C(F)(F)F. Cell line: SF-268. Synergy scores: CSS=0.182, Synergy_ZIP=2.01, Synergy_Bliss=0.945, Synergy_Loewe=0.522, Synergy_HSA=-2.32. (2) Drug 1: COC1=C2C(=CC3=C1OC=C3)C=CC(=O)O2. Drug 2: C1CNP(=O)(OC1)N(CCCl)CCCl. Cell line: SF-539. Synergy scores: CSS=2.06, Synergy_ZIP=-1.55, Synergy_Bliss=-2.94, Synergy_Loewe=0.831, Synergy_HSA=-3.21. (3) Drug 1: CC1=C(C(=CC=C1)Cl)NC(=O)C2=CN=C(S2)NC3=CC(=NC(=N3)C)N4CCN(CC4)CCO. Drug 2: C1=NNC2=C1C(=O)NC=N2. Cell line: SNB-19. Synergy scores: CSS=5.25, Synergy_ZIP=-6.62, Synergy_Bliss=-4.36, Synergy_Loewe=-21.3, Synergy_HSA=-5.43. (4) Drug 1: C1=CC(=CC=C1CC(C(=O)O)N)N(CCCl)CCCl.Cl. Drug 2: CC1C(C(CC(O1)OC2CC(CC3=C2C(=C4C(=C3O)C(=O)C5=CC=CC=C5C4=O)O)(C(=O)C)O)N)O. Cell line: MDA-MB-231. Synergy scores: CSS=42.5, Synergy_ZIP=-5.07, Synergy_Bliss=-2.85, Synergy_Loewe=-10.8, Synergy_HSA=-1.37. (5) Drug 1: CCCCC(=O)OCC(=O)C1(CC(C2=C(C1)C(=C3C(=C2O)C(=O)C4=C(C3=O)C=CC=C4OC)O)OC5CC(C(C(O5)C)O)NC(=O)C(F)(F)F)O. Drug 2: C1CN(P(=O)(OC1)NCCCl)CCCl. Cell line: A549. Synergy scores: CSS=37.2, Synergy_ZIP=4.33, Synergy_Bliss=4.39, Synergy_Loewe=-25.8, Synergy_HSA=3.90. (6) Drug 1: C1CC(=O)NC(=O)C1N2CC3=C(C2=O)C=CC=C3N. Drug 2: CC1CCC2CC(C(=CC=CC=CC(CC(C(=O)C(C(C(=CC(C(=O)CC(OC(=O)C3CCCCN3C(=O)C(=O)C1(O2)O)C(C)CC4CCC(C(C4)OC)O)C)C)O)OC)C)C)C)OC. Cell line: SK-MEL-5. Synergy scores: CSS=13.1, Synergy_ZIP=0.631, Synergy_Bliss=0.658, Synergy_Loewe=-18.5, Synergy_HSA=0.261.